This data is from Forward reaction prediction with 1.9M reactions from USPTO patents (1976-2016). The task is: Predict the product of the given reaction. (1) Given the reactants F[C:2]1[C:8]([F:9])=[CH:7][CH:6]=[C:5]([C:10]([F:13])([F:12])[F:11])[C:3]=1[NH2:4].SC1SC2C(F)=CC=C(C(F)(F)F)C=2N=1.[Cl:29][C:30]1[S:31]C2C=CC(Cl)=CC=2N=1, predict the reaction product. The product is: [Cl:29][C:30]1[S:31][C:2]2[C:8]([F:9])=[CH:7][CH:6]=[C:5]([C:10]([F:13])([F:12])[F:11])[C:3]=2[N:4]=1. (2) Given the reactants C(OC([N:8]1[CH2:13][CH2:12][N:11]([CH2:14][C:15]2[C:20]([F:21])=[CH:19][C:18]([C:22]3[C:30]4[O:29][C:28]([NH:31][C:32]5[CH:37]=[CH:36][C:35]([C:38](=[O:44])[N:39]([CH2:42][CH3:43])[CH2:40][CH3:41])=[C:34]([CH3:45])[CH:33]=5)=[N:27][C:26]=4[CH:25]=[CH:24][CH:23]=3)=[CH:17][C:16]=2[F:46])[CH2:10][CH2:9]1)=O)(C)(C)C.FC(F)(F)C(O)=O, predict the reaction product. The product is: [F:21][C:20]1[CH:19]=[C:18]([C:22]2[C:30]3[O:29][C:28]([NH:31][C:32]4[CH:37]=[CH:36][C:35]([C:38]([N:39]([CH2:40][CH3:41])[CH2:42][CH3:43])=[O:44])=[C:34]([CH3:45])[CH:33]=4)=[N:27][C:26]=3[CH:25]=[CH:24][CH:23]=2)[CH:17]=[C:16]([F:46])[C:15]=1[CH2:14][N:11]1[CH2:12][CH2:13][NH:8][CH2:9][CH2:10]1. (3) Given the reactants [Br:1][C:2]1[C:3]([NH2:9])=[N:4][CH:5]=[N:6][C:7]=1Cl.Cl.N1(C[CH2:16][N:17]2[CH:21]=[C:20]([C:22]3[CH:23]=N[CH:25]=[C:26]([C:28]([F:31])(F)F)[CH:27]=3)[N:19]=[C:18]2[CH:32]2[CH2:37][CH2:36][NH:35][CH2:34][CH2:33]2)CCC1.[C:38]([O-:41])([O-])=O.[Cs+].[Cs+].O.[CH3:45]S(C)=O, predict the reaction product. The product is: [NH2:9][C:3]1[N:4]=[CH:5][N:6]=[C:7]([N:35]2[CH2:34][CH2:33][CH:32]([C:18]3[N:17]([CH2:16][CH2:38][OH:41])[CH:21]=[C:20]([C:22]4[CH:23]=[CH:45][C:28]([F:31])=[C:26]([CH3:25])[CH:27]=4)[N:19]=3)[CH2:37][CH2:36]2)[C:2]=1[Br:1]. (4) The product is: [Cl:1][C:2]1[N:11]=[CH:10][CH:9]=[C:8]2[C:3]=1[C:4]1[CH:16]=[C:15]([F:17])[CH:14]=[CH:13][C:5]=1[C:6]([NH:33][S:30]([N:24]1[CH2:29][CH2:28][CH2:27][CH2:26][CH2:25]1)(=[O:32])=[O:31])=[N:7]2. Given the reactants [Cl:1][C:2]1[N:11]=[CH:10][CH:9]=[C:8]2[C:3]=1[C:4]1[CH:16]=[C:15]([F:17])[CH:14]=[CH:13][C:5]=1[C:6](Cl)=[N:7]2.C(=O)([O-])[O-].[Cs+].[Cs+].[N:24]1([S:30]([NH2:33])(=[O:32])=[O:31])[CH2:29][CH2:28][CH2:27][CH2:26][CH2:25]1.CC1(C)C2C(=C(P(C3C=CC=CC=3)C3C=CC=CC=3)C=CC=2)OC2C(P(C3C=CC=CC=3)C3C=CC=CC=3)=CC=CC1=2, predict the reaction product. (5) Given the reactants O1CCN(S(F)(F)[F:8])CC1.[CH3:11][O:12][CH2:13][O:14][CH2:15][C:16]1[N:21]=[CH:20][C:19]([CH2:22]O)=[CH:18][CH:17]=1.C([O-])(O)=O.[Na+], predict the reaction product. The product is: [F:8][CH2:22][C:19]1[CH:18]=[CH:17][C:16]([CH2:15][O:14][CH2:13][O:12][CH3:11])=[N:21][CH:20]=1.